From a dataset of Forward reaction prediction with 1.9M reactions from USPTO patents (1976-2016). Predict the product of the given reaction. Given the reactants [CH3:1][C:2]1[C:10]2[C:5](=[CH:6][CH:7]=[C:8]([C:11]([N:13]3[CH2:18][CH2:17][C:16]4([CH2:27][C:26](=[O:28])[C:25]5[C:20](=[CH:21][CH:22]=[C:23]([C:29]6[CH:30]=[N:31][N:32]([CH3:34])[CH:33]=6)[CH:24]=5)[O:19]4)[CH2:15][CH2:14]3)=[O:12])[CH:9]=2)[NH:4][N:3]=1.[CH3:35][O:36][C:37]([C:39]1[CH:40]=[C:41](B(O)O)[CH:42]=[CH:43][CH:44]=1)=[O:38].COC(C1C=CC(B(O)O)=CC=1)=O, predict the reaction product. The product is: [CH3:1][C:2]1[C:10]2[C:5](=[CH:6][CH:7]=[C:8]([C:11]([N:13]3[CH2:14][CH2:15][C:16]4([CH2:27][C:26](=[O:28])[C:25]5[C:20](=[CH:21][CH:22]=[C:23]([C:29]6[CH:30]=[N:31][N:32]([CH3:34])[CH:33]=6)[CH:24]=5)[O:19]4)[CH2:17][CH2:18]3)=[O:12])[CH:9]=2)[N:4]([C:43]2[CH:44]=[C:39]([CH:40]=[CH:41][CH:42]=2)[C:37]([O:36][CH3:35])=[O:38])[N:3]=1.